This data is from Peptide-MHC class I binding affinity with 185,985 pairs from IEDB/IMGT. The task is: Regression. Given a peptide amino acid sequence and an MHC pseudo amino acid sequence, predict their binding affinity value. This is MHC class I binding data. The peptide sequence is NGAVAVLKY. The MHC is HLA-A26:01 with pseudo-sequence HLA-A26:01. The binding affinity (normalized) is 0.